Binary Classification. Given a miRNA mature sequence and a target amino acid sequence, predict their likelihood of interaction. From a dataset of Experimentally validated miRNA-target interactions with 360,000+ pairs, plus equal number of negative samples. (1) The miRNA is hsa-miR-3122 with sequence GUUGGGACAAGAGGACGGUCUU. The protein sequence of the target gene is MAPLLGRKPFPLVKPLPGEEPLFTIPHTQEAFRTREEYEARLERYSERIWTCKSTGSSQLTHKEAWEEEQEVAELLKEEFPAWYEKLVLEMVHHNTASLEKLVDTAWLEIMTKYAVGEECDFEVGKEKMLKVKIVKIHPLEKVDEEATEKKSDGACDSPSSDKENSSQIAQDHQKKETVVKEDEGRRESINDRARRSPRKLPTSLKKGERKWAPPKFLPHKYDVKLQNEDKIISNVPADSLIRTERPPNKEIVRYFIRHNALRAGTGENAPWVVEDELVKKYSLPSKFSDFLLDPYKYMT.... Result: 0 (no interaction). (2) The miRNA is hsa-miR-126-3p with sequence UCGUACCGUGAGUAAUAAUGCG. The protein sequence of the target gene is MTNSKGRSITDKTSGGPSSGGGFVDWTLRLNTIQSDKFLNLLLSMVPVIYQKNQEDRHKKANGIWQDGLSTAVQTFSNRSEQHMEYHSFSEQSFHANNGHASSSCSQKYDDYANYNYCDGRETSETTAMLQDEDISSDGDEDAIVEVTPKLPKESSGIMALQILVPFLLAGFGTVSAGMVLDIVQHWEVFRKVTEVFILVPALLGLKGNLEMTLASRLSTAVNIGKMDSPIEKWNLIIGNLALKQVQATVVGFLAAVAAIILGWIPEGKYYLDHSILLCSSSVATAFIASLLQGIIMVGV.... Result: 1 (interaction).